This data is from Forward reaction prediction with 1.9M reactions from USPTO patents (1976-2016). The task is: Predict the product of the given reaction. (1) Given the reactants [C:1]([O:5][C:6](=[O:20])[NH:7][C:8]1[CH:13]=[C:12]([Cl:14])[C:11]([C:15]([F:18])([F:17])[F:16])=[CH:10][C:9]=1[NH2:19])([CH3:4])([CH3:3])[CH3:2].C([O:25][C:26](=O)[CH2:27][C:28](=[O:41])[C:29]1[CH:34]=[CH:33][CH:32]=[C:31]([C:35]2[CH:40]=[CH:39][N:38]=[CH:37][CH:36]=2)[CH:30]=1)(C)(C)C, predict the reaction product. The product is: [C:1]([O:5][C:6](=[O:20])[NH:7][C:8]1[CH:13]=[C:12]([Cl:14])[C:11]([C:15]([F:17])([F:18])[F:16])=[CH:10][C:9]=1[NH:19][C:26](=[O:25])[CH2:27][C:28](=[O:41])[C:29]1[CH:34]=[CH:33][CH:32]=[C:31]([C:35]2[CH:36]=[CH:37][N:38]=[CH:39][CH:40]=2)[CH:30]=1)([CH3:4])([CH3:2])[CH3:3]. (2) Given the reactants [CH2:1]([N:3]([CH2:18]C)[CH2:4][CH2:5][CH2:6][CH:7]([NH:10][C:11](=[O:17])[O:12][C:13]([CH3:16])([CH3:15])[CH3:14])[CH2:8]C)C.CS(OCCCC(NC(OC(C)(C)C)=O)C)(=O)=O.CNC, predict the reaction product. The product is: [CH3:18][N:3]([CH3:1])[CH2:4][CH2:5][CH2:6][CH:7]([NH:10][C:11](=[O:17])[O:12][C:13]([CH3:15])([CH3:14])[CH3:16])[CH3:8]. (3) Given the reactants C([N:8]1[CH:13]([CH3:14])[CH2:12][CH:11]=[C:10]([C:15]([O:17][CH3:18])=[O:16])[CH2:9]1)C1C=CC=CC=1.Cl[C:20]([O:22][CH2:23][CH:24]=[CH2:25])=[O:21].C(=O)([O-])O.[Na+].C(OCC)(=O)C, predict the reaction product. The product is: [CH3:14][CH:13]1[N:8]([C:20]([O:22][CH2:23][CH:24]=[CH2:25])=[O:21])[CH2:9][C:10]([C:15]([O:17][CH3:18])=[O:16])=[CH:11][CH2:12]1. (4) Given the reactants Br[CH2:2][C:3]1[CH:4]=[C:5]([C:9]2[CH:13]=[C:12]([CH2:14][CH:15]([CH3:17])[CH3:16])[S:11][C:10]=2[S:18]([NH:21][C:22]([CH3:25])([CH3:24])[CH3:23])(=[O:20])=[O:19])[CH:6]=[CH:7][CH:8]=1.[CH3:26][C:27]1[NH:28][CH:29]=[CH:30][N:31]=1, predict the reaction product. The product is: [CH3:26][C:27]1[N:28]([CH2:2][C:3]2[CH:4]=[C:5]([C:9]3[CH:13]=[C:12]([CH2:14][CH:15]([CH3:17])[CH3:16])[S:11][C:10]=3[S:18]([NH:21][C:22]([CH3:25])([CH3:24])[CH3:23])(=[O:20])=[O:19])[CH:6]=[CH:7][CH:8]=2)[CH:29]=[CH:30][N:31]=1. (5) Given the reactants [N:1]1O[C:3]([O-])=[C:4]2[CH2:8][CH2:7][CH2:6][N+:5]=12.[C:10]([Sn:12]([CH2:21][CH2:22][CH2:23][CH3:24])([CH2:17][CH2:18][CH2:19][CH3:20])[CH2:13][CH2:14][CH2:15][CH3:16])#C.[Cl-], predict the reaction product. The product is: [CH2:21]([Sn:12]([CH2:13][CH2:14][CH2:15][CH3:16])([CH2:17][CH2:18][CH2:19][CH3:20])[C:10]1[CH:3]=[C:4]2[CH2:8][CH2:7][CH2:6][N:5]2[N:1]=1)[CH2:22][CH2:23][CH3:24].